This data is from Full USPTO retrosynthesis dataset with 1.9M reactions from patents (1976-2016). The task is: Predict the reactants needed to synthesize the given product. (1) Given the product [F:9][C:7]1[CH:8]=[C:3]2[CH:1]=[CH:2][NH:10][C:4]2=[N:5][CH:6]=1, predict the reactants needed to synthesize it. The reactants are: [C:1]([C:3]1[C:4]([NH2:10])=[N:5][CH:6]=[C:7]([F:9])[CH:8]=1)#[CH:2].FC1C=CC(P(C2C=CC(F)=CC=2)C2C=CC(F)=CC=2)=CC=1. (2) Given the product [C:50]([O:54][C:55](=[O:67])[NH:56][CH2:57][C:58]1[CH:59]=[C:60]([CH3:66])[C:61]([O:45][CH2:46][C:47](=[O:49])[NH:1][CH:2]([CH2:24][C:25]2[CH:26]=[CH:27][CH:28]=[CH:29][CH:30]=2)[CH:3]([OH:23])[CH2:4][N:5]([S:6]([C:9]2[CH:18]=[CH:17][C:12]3[N:13]=[C:14]([NH2:16])[S:15][C:11]=3[CH:10]=2)(=[O:7])=[O:8])[CH2:19][CH:20]([CH3:21])[CH3:22])=[C:62]([CH3:64])[CH:63]=1)([CH3:53])([CH3:52])[CH3:51], predict the reactants needed to synthesize it. The reactants are: [NH2:1][CH:2]([CH2:24][C:25]1[CH:30]=[CH:29][CH:28]=[CH:27][CH:26]=1)[CH:3]([OH:23])[CH2:4][N:5]([CH2:19][CH:20]([CH3:22])[CH3:21])[S:6]([C:9]1[CH:18]=[CH:17][C:12]2[N:13]=[C:14]([NH2:16])[S:15][C:11]=2[CH:10]=1)(=[O:8])=[O:7].OC1C2N=NNC=2C=CC=1.C(Cl)CCl.[OH:45][CH2:46][C:47]([OH:49])=O.[C:50]([O:54][C:55](=[O:67])[NH:56][CH2:57][C:58]1[CH:63]=[C:62]([CH3:64])[C:61](C)=[C:60]([CH3:66])[CH:59]=1)([CH3:53])([CH3:52])[CH3:51]. (3) Given the product [Br-:30].[C:1]([C:4]1[CH:5]=[N+:6]([CH2:29][C:28]2[CH:31]=[CH:32][CH:33]=[C:26]([C:25]([F:24])([F:34])[F:35])[CH:27]=2)[CH:7]=[CH:8][C:9]=1[CH2:10][CH:11]1[CH2:20][CH2:19][C:18]2[C:13](=[CH:14][CH:15]=[C:16]([O:21][CH3:22])[CH:17]=2)[C:12]1=[O:23])(=[O:3])[CH3:2], predict the reactants needed to synthesize it. The reactants are: [C:1]([C:4]1[CH:5]=[N:6][CH:7]=[CH:8][C:9]=1[CH2:10][CH:11]1[CH2:20][CH2:19][C:18]2[C:13](=[CH:14][CH:15]=[C:16]([O:21][CH3:22])[CH:17]=2)[C:12]1=[O:23])(=[O:3])[CH3:2].[F:24][C:25]([F:35])([F:34])[C:26]1[CH:27]=[C:28]([CH:31]=[CH:32][CH:33]=1)[CH2:29][Br:30]. (4) The reactants are: [C:1]([O:5][C:6]([N:8]1[CH2:14][CH2:13][CH2:12][NH:11][CH2:10][CH2:9]1)=[O:7])([CH3:4])([CH3:3])[CH3:2].[C:15]1(=O)[CH2:18][CH2:17][CH2:16]1.C(O)(=O)C.C(O[BH-](OC(=O)C)OC(=O)C)(=O)C.[Na+].C([O-])(O)=O.[Na+]. Given the product [CH:15]1([N:11]2[CH2:12][CH2:13][CH2:14][N:8]([C:6]([O:5][C:1]([CH3:4])([CH3:2])[CH3:3])=[O:7])[CH2:9][CH2:10]2)[CH2:18][CH2:17][CH2:16]1, predict the reactants needed to synthesize it.